Dataset: Full USPTO retrosynthesis dataset with 1.9M reactions from patents (1976-2016). Task: Predict the reactants needed to synthesize the given product. (1) Given the product [N:23]1([CH:13]([NH:8][C:6](=[O:7])[C:5]2[CH:9]=[CH:10][C:2]([Cl:1])=[CH:3][CH:4]=2)[C:12]([CH3:22])([CH3:11])[CH2:15][C:16]2[CH:21]=[CH:20][CH:19]=[CH:18][CH:17]=2)[C:27]2[CH:28]=[CH:29][CH:30]=[CH:31][C:26]=2[N:25]=[N:24]1, predict the reactants needed to synthesize it. The reactants are: [Cl:1][C:2]1[CH:10]=[CH:9][C:5]([C:6]([NH2:8])=[O:7])=[CH:4][CH:3]=1.[CH3:11][C:12]([CH3:22])([CH2:15][C:16]1[CH:21]=[CH:20][CH:19]=[CH:18][CH:17]=1)[CH:13]=O.[NH:23]1[C:27]2[CH:28]=[CH:29][CH:30]=[CH:31][C:26]=2[N:25]=[N:24]1.C1(C)C=CC(S(O)(=O)=O)=CC=1. (2) Given the product [CH2:14]([C:3]1([CH2:1][CH3:2])[C:11]2[C:6](=[CH:7][CH:8]=[C:9]([N+:16]([O-:18])=[O:17])[CH:10]=2)[N:5]([CH3:12])[C:4]1=[O:13])[CH3:15], predict the reactants needed to synthesize it. The reactants are: [CH2:1]([C:3]1([CH2:14][CH3:15])[C:11]2[C:6](=[CH:7][CH:8]=[CH:9][CH:10]=2)[N:5]([CH3:12])[C:4]1=[O:13])[CH3:2].[N+:16]([O-])([OH:18])=[O:17]. (3) The reactants are: [NH2:1][C:2]1[CH:11]=[CH:10][C:5]([C:6]([O:8][CH3:9])=[O:7])=[C:4]([CH3:12])[CH:3]=1.[C:13](N1C=CN=C1)([N:15]1[CH:19]=[CH:18][N:17]=[CH:16]1)=[O:14]. Given the product [CH3:9][O:8][C:6](=[O:7])[C:5]1[CH:10]=[CH:11][C:2]([NH:1][C:13]([N:15]2[CH:19]=[CH:18][N:17]=[CH:16]2)=[O:14])=[CH:3][C:4]=1[CH3:12], predict the reactants needed to synthesize it.